Dataset: Full USPTO retrosynthesis dataset with 1.9M reactions from patents (1976-2016). Task: Predict the reactants needed to synthesize the given product. (1) The reactants are: [CH2:1]([C:4]1[C:10]2[CH:11]=[CH:12][C:13]([OH:15])=[CH:14][C:9]=2[CH2:8][CH2:7][CH2:6][C:5]=1[C:16]1[CH:21]=[CH:20][C:19]([OH:22])=[CH:18][CH:17]=1)[CH:2]=[CH2:3]. Given the product [OH:22][C:19]1[CH:18]=[CH:17][C:16]([CH:5]2[CH2:6][CH2:7][CH2:8][C:9]3[CH:14]=[C:13]([OH:15])[CH:12]=[CH:11][C:10]=3[CH:4]2[CH2:1][CH2:2][CH3:3])=[CH:21][CH:20]=1, predict the reactants needed to synthesize it. (2) Given the product [C:1]1([CH:7]([C:14]2[C:22]3[C:17](=[CH:18][C:19]([O:23][CH2:24][CH2:25][CH2:26][NH:27][C:28]4[CH2:33][CH2:32][CH2:31][CH2:30][N:29]=4)=[CH:20][CH:21]=3)[NH:16][CH:15]=2)[CH2:8][C:9]([O:11][CH2:12][CH3:13])=[O:10])[CH:2]=[CH:3][CH:4]=[CH:5][CH:6]=1, predict the reactants needed to synthesize it. The reactants are: [C:1]1([CH:7]([C:14]2[C:22]3[C:17](=[CH:18][C:19]([O:23][CH2:24][CH2:25][CH2:26][NH:27][C:28]4[CH:33]=[CH:32][CH:31]=[CH:30][N:29]=4)=[CH:20][CH:21]=3)[NH:16][CH:15]=2)[CH2:8][C:9]([O:11][CH2:12][CH3:13])=[O:10])[CH:6]=[CH:5][CH:4]=[CH:3][CH:2]=1.Cl. (3) The reactants are: [CH3:1][O:2][C:3]1[CH:4]=[C:5]2[C:10](=[CH:11][C:12]=1[O:13][CH3:14])[N:9]=[CH:8][CH:7]=[C:6]2[N:15]([CH3:25])[C:16]1[CH:21]=[CH:20][C:19]([N+:22]([O-])=O)=[CH:18][CH:17]=1.C(=O)([O-])[O-].[K+].[K+].C(O)C.CN(C)C=O.C(Cl)Cl. Given the product [CH3:1][O:2][C:3]1[CH:4]=[C:5]2[C:10](=[CH:11][C:12]=1[O:13][CH3:14])[N:9]=[CH:8][CH:7]=[C:6]2[N:15]([CH3:25])[C:16]1[CH:21]=[CH:20][C:19]([NH2:22])=[CH:18][CH:17]=1, predict the reactants needed to synthesize it. (4) Given the product [Br:1][C:2]1[CH:11]=[CH:10][C:9]2[C:4](=[CH:5][CH:6]=[C:7]([S:22]([C:21]([F:34])([F:33])[F:20])(=[O:24])=[O:23])[CH:8]=2)[CH:3]=1, predict the reactants needed to synthesize it. The reactants are: [Br:1][C:2]1[CH:3]=[C:4]2[C:9](=[CH:10][CH:11]=1)[CH:8]=[C:7](O)[CH:6]=[CH:5]2.C(N(CC)CC)C.[F:20][C:21]([F:34])([F:33])[S:22](O[S:22]([C:21]([F:34])([F:33])[F:20])(=[O:24])=[O:23])(=[O:24])=[O:23].O. (5) Given the product [Br:19][C:13]1[N:9]([C:6]2[CH:7]=[CH:8][C:3]([O:2][CH3:1])=[CH:4][CH:5]=2)[N:10]=[C:11]([CH2:15][CH2:16][CH3:17])[CH:12]=1, predict the reactants needed to synthesize it. The reactants are: [CH3:1][O:2][C:3]1[CH:8]=[CH:7][C:6]([N:9]2[C:13](=O)[CH2:12][C:11]([CH2:15][CH2:16][CH3:17])=[N:10]2)=[CH:5][CH:4]=1.P(Br)(Br)[Br:19]. (6) Given the product [CH2:1]([N:8]([CH2:9][C:10]1[CH:15]=[CH:14][C:13]([O:16][CH2:17][C:18]2[CH:19]=[CH:20][C:21]([F:24])=[CH:22][CH:23]=2)=[C:12]([O:25][CH3:26])[CH:11]=1)[C:27](=[O:34])[C:28]1[CH:33]=[CH:32][CH:31]=[CH:30][CH:29]=1)[C:2]1[CH:3]=[CH:4][CH:5]=[CH:6][CH:7]=1, predict the reactants needed to synthesize it. The reactants are: [CH2:1]([NH:8][CH2:9][C:10]1[CH:15]=[CH:14][C:13]([O:16][CH2:17][C:18]2[CH:23]=[CH:22][C:21]([F:24])=[CH:20][CH:19]=2)=[C:12]([O:25][CH3:26])[CH:11]=1)[C:2]1[CH:7]=[CH:6][CH:5]=[CH:4][CH:3]=1.[C:27](Cl)(=[O:34])[C:28]1[CH:33]=[CH:32][CH:31]=[CH:30][CH:29]=1.C(N(CC)CC)C.[OH-].[Na+].